The task is: Predict the product of the given reaction.. This data is from Forward reaction prediction with 1.9M reactions from USPTO patents (1976-2016). (1) The product is: [F:10][C:7]1[CH:6]=[C:5]2[C:4]([C:1]([OH:3])=[CH:2][C:12](=[O:16])[S:11]2)=[CH:9][CH:8]=1. Given the reactants [C:1]([C:4]1[CH:9]=[CH:8][C:7]([F:10])=[CH:6][C:5]=1[S:11][C:12](=[O:16])N(C)C)(=[O:3])[CH3:2].CC(C)([O-])C.[K+], predict the reaction product. (2) Given the reactants [CH3:1][C:2]1[O:3][C:4]([CH3:10])=[C:5]([C:7]([OH:9])=O)[N:6]=1.[NH2:11][C@H:12]([CH3:28])[CH2:13][N:14]1[CH:18]=[CH:17][C:16]([C:19]2[CH:26]=[CH:25][C:22]([C:23]#[N:24])=[C:21]([Cl:27])[CH:20]=2)=[N:15]1, predict the reaction product. The product is: [Cl:27][C:21]1[CH:20]=[C:19]([C:16]2[CH:17]=[CH:18][N:14]([CH2:13][C@H:12]([NH:11][C:7]([C:5]3[N:6]=[C:2]([CH3:1])[O:3][C:4]=3[CH3:10])=[O:9])[CH3:28])[N:15]=2)[CH:26]=[CH:25][C:22]=1[C:23]#[N:24]. (3) Given the reactants [CH3:1][O:2][C:3]1[CH:4]=[C:5]([NH:11][C:12]2[NH:13][C:14](=[O:22])[C:15]([F:21])=[CH:16][C:17]=2[C:18]([OH:20])=O)[CH:6]=[C:7]([O:9][CH3:10])[CH:8]=1.CC[N:25]=C=NCCCN(C)C.Cl.[CH:35]1[CH:36]=[CH:37][C:38]2[N:43](O)[N:42]=[N:41][C:39]=2[CH:40]=1.O.N, predict the reaction product. The product is: [N:41]1([O:22][C:14]2[C:15]([F:21])=[CH:16][C:17]([C:18]([NH2:25])=[O:20])=[C:12]([NH:11][C:5]3[CH:6]=[C:7]([O:9][CH3:10])[CH:8]=[C:3]([O:2][CH3:1])[CH:4]=3)[N:13]=2)[C:39]2[CH:40]=[CH:35][CH:36]=[CH:37][C:38]=2[N:43]=[N:42]1. (4) Given the reactants [N+:1](/[CH:4]=[CH:5]/[CH:6]1[CH2:10][CH2:9][CH2:8][CH2:7]1)([O-:3])=[O:2].[N:11]1[CH:16]=[CH:15][CH:14]=[CH:13][C:12]=1[CH:17]=[O:18].CCOCC.[Na+].[Cl-], predict the reaction product. The product is: [CH:6]1([C@@H:5]([CH2:4][N+:1]([O-:3])=[O:2])[C:17]([C:12]2[CH:13]=[CH:14][CH:15]=[CH:16][N:11]=2)=[O:18])[CH2:10][CH2:9][CH2:8][CH2:7]1. (5) Given the reactants [CH:1]1([C:5]([F:18])([F:17])[C:6]2[CH:16]=[CH:15][C:9]([C:10](OCC)=[O:11])=[CH:8][CH:7]=2)[CH2:4][CH2:3][CH2:2]1.CO.[BH4-].[Li+].O, predict the reaction product. The product is: [CH:1]1([C:5]([F:17])([F:18])[C:6]2[CH:16]=[CH:15][C:9]([CH2:10][OH:11])=[CH:8][CH:7]=2)[CH2:2][CH2:3][CH2:4]1. (6) Given the reactants [O:1]=[C:2]1[C:11]2[C:6](=[CH:7][CH:8]=[CH:9][CH:10]=2)[NH:5][CH:4]=[C:3]1[C:12]([NH:14][C:15]1[CH:23]=[C:22]2[C:18]([CH:19]=[CH:20][NH:21]2)=[CH:17][C:16]=1[C:24](O)=[O:25])=[O:13].CN(C(ON1N=NC2C=CC=NC1=2)=[N+](C)C)C.F[P-](F)(F)(F)(F)F.CCN(C(C)C)C(C)C.[CH2:60]([NH2:64])[CH:61]([CH3:63])[CH3:62], predict the reaction product. The product is: [CH2:60]([NH:64][C:24]([C:16]1[CH:17]=[C:18]2[C:22](=[CH:23][C:15]=1[NH:14][C:12]([C:3]1[C:2](=[O:1])[C:11]3[C:6](=[CH:7][CH:8]=[CH:9][CH:10]=3)[NH:5][CH:4]=1)=[O:13])[NH:21][CH:20]=[CH:19]2)=[O:25])[CH:61]([CH3:63])[CH3:62].